From a dataset of Full USPTO retrosynthesis dataset with 1.9M reactions from patents (1976-2016). Predict the reactants needed to synthesize the given product. (1) Given the product [ClH:24].[ClH:24].[S:1]1[C:5]2[CH:6]=[CH:7][C:8]([CH2:10][CH2:11][O:12][CH2:13][CH2:14][CH2:15][N:16]3[CH2:20][CH2:19][CH:18]([N:21]([CH3:23])[CH3:22])[CH2:17]3)=[CH:9][C:4]=2[CH:3]=[CH:2]1, predict the reactants needed to synthesize it. The reactants are: [S:1]1[C:5]2[CH:6]=[CH:7][C:8]([CH2:10][CH2:11][O:12][CH2:13][CH2:14][CH2:15][N:16]3[CH2:20][CH2:19][CH:18]([N:21]([CH3:23])[CH3:22])[CH2:17]3)=[CH:9][C:4]=2[CH:3]=[CH:2]1.[ClH:24]. (2) Given the product [Cl:29][C:30]1[CH:37]=[CH:36][C:33]([CH2:34][O:26][C@@H:22]2[CH2:23][CH2:24][CH2:25][C@H:21]2[NH:20][C:1]([C:8]2[CH:13]=[CH:12][CH:11]=[CH:10][CH:9]=2)([C:14]2[CH:15]=[CH:16][CH:17]=[CH:18][CH:19]=2)[C:2]2[CH:3]=[CH:4][CH:5]=[CH:6][CH:7]=2)=[CH:32][CH:31]=1, predict the reactants needed to synthesize it. The reactants are: [C:1]([NH:20][C@@H:21]1[CH2:25][CH2:24][CH2:23][C@H:22]1[OH:26])([C:14]1[CH:19]=[CH:18][CH:17]=[CH:16][CH:15]=1)([C:8]1[CH:13]=[CH:12][CH:11]=[CH:10][CH:9]=1)[C:2]1[CH:7]=[CH:6][CH:5]=[CH:4][CH:3]=1.[H-].[Na+].[Cl:29][C:30]1[CH:37]=[CH:36][C:33]([CH2:34]Br)=[CH:32][CH:31]=1.[I-].[Na+]. (3) Given the product [C:1]([O:5][C:6](=[O:32])[NH:7][C:8]1[S:9][C:10]2[CH:16]=[C:15]([CH2:17][C:18]3[CH:23]=[CH:22][C:21]([NH:24][S:34]([CH3:33])(=[O:36])=[O:35])=[CH:20][CH:19]=3)[CH:14]=[C:13]([C:25]3[CH:30]=[CH:29][CH:28]=[C:27]([Cl:31])[CH:26]=3)[C:11]=2[N:12]=1)([CH3:4])([CH3:2])[CH3:3], predict the reactants needed to synthesize it. The reactants are: [C:1]([O:5][C:6](=[O:32])[NH:7][C:8]1[S:9][C:10]2[CH:16]=[C:15]([CH2:17][C:18]3[CH:23]=[CH:22][C:21]([NH2:24])=[CH:20][CH:19]=3)[CH:14]=[C:13]([C:25]3[CH:30]=[CH:29][CH:28]=[C:27]([Cl:31])[CH:26]=3)[C:11]=2[N:12]=1)([CH3:4])([CH3:3])[CH3:2].[CH3:33][S:34](Cl)(=[O:36])=[O:35].O.